From a dataset of Peptide-MHC class I binding affinity with 185,985 pairs from IEDB/IMGT. Regression. Given a peptide amino acid sequence and an MHC pseudo amino acid sequence, predict their binding affinity value. This is MHC class I binding data. (1) The peptide sequence is KLSPSPSSRV. The MHC is HLA-A02:01 with pseudo-sequence HLA-A02:01. The binding affinity (normalized) is 0.638. (2) The peptide sequence is KCFEKFLEPK. The MHC is HLA-A31:01 with pseudo-sequence HLA-A31:01. The binding affinity (normalized) is 0.359. (3) The peptide sequence is YSSHELWHF. The MHC is HLA-B46:01 with pseudo-sequence HLA-B46:01. The binding affinity (normalized) is 0.0847. (4) The peptide sequence is VQLVESGGGLV. The MHC is Mamu-B01 with pseudo-sequence Mamu-B01. The binding affinity (normalized) is 0. (5) The peptide sequence is SSMTIREFPR. The MHC is HLA-A33:01 with pseudo-sequence HLA-A33:01. The binding affinity (normalized) is 0.736. (6) The peptide sequence is VSIRGSHHK. The MHC is HLA-B35:01 with pseudo-sequence HLA-B35:01. The binding affinity (normalized) is 0.0847. (7) The peptide sequence is SFSFGGFTFK. The MHC is HLA-A68:01 with pseudo-sequence HLA-A68:01. The binding affinity (normalized) is 0.440. (8) The peptide sequence is NVFKAMETFK. The MHC is HLA-A03:01 with pseudo-sequence HLA-A03:01. The binding affinity (normalized) is 0.695. (9) The peptide sequence is TELTYLQY. The MHC is Mamu-A11 with pseudo-sequence Mamu-A11. The binding affinity (normalized) is 0.